From a dataset of Experimentally validated miRNA-target interactions with 360,000+ pairs, plus equal number of negative samples. Binary Classification. Given a miRNA mature sequence and a target amino acid sequence, predict their likelihood of interaction. (1) Result: 0 (no interaction). The miRNA is mmu-miR-467h with sequence AUAAGUGUGUGCAUGUAUAUGU. The protein sequence of the target gene is MRGTSIREGAPKTLLARALYDNHADCSDELAFSRGDILTIVEQNVPESEGWWRCLLHGRQGLAPANRLQVLRETPADRPCPLLPRGPDTDLTSSGAPYQVQDLISPPPQGPVYEPMRSWVEGPSPATAQVYELPESPSSARIICEKTLSFPKQALSVLPRPTRASLPTLPSQVYDVPVQRQGFSTLERLEKQQFYDIPTSSQKALLHSSTSQGRDVTLAPTMAFRQGGGYNPLSSPQKSERIHDTPVLLEKADVRNVSMTSFTKDSGSRAIPGSSAVHTGAVALSPQLGNTVQRKNSLPE.... (2) The miRNA is mmu-miR-466a-3p with sequence UAUACAUACACGCACACAUAAGA. The protein sequence of the target gene is MGHLLSKEPRNRPSQKRPRCCSWCRRRRPLLRLPRRALAKASPQPAAPRSRDCFFRGPCMLCFIVHSPGAPASAGLEEEPPLSPPPPPPRDGAYAAVSSQHLARRYAALAAEDCAAAARRFLLSSAAAAAAAASSPASCCKELGLAAAAAWEQQGRSLFLAGVGPVRFLGPLAAVQLFRAPPAPPPQAEPATALEMVCKRKGAGVPACTPCKQPRCGCGGCGGGGGGGGGPAGGGASPPRPPDAGCCQAPEQPPPPLCPAPASPASECAPIVAAAGDTVRAGGTAPSSAQQQPESGDADC.... Result: 1 (interaction). (3) The miRNA is hsa-miR-4650-3p with sequence AGGUAGAAUGAGGCCUGACAU. The protein sequence of the target gene is MMAAVPPGLEPWNRVRIPKAGNRSAVTVQNPGAALDLCIAAVIKECHLVILSLKSQTLDAETDVLCAVLYSNHNRMGRHKPHLALKQVEQCLKRLKNMNLEGSIQDLFELFSSNENQPLTTKVCVVPSQPVVELVLMKVLGACKLLLRLLDCCCKTFLLTVKHLGLQEFIILNLVMVGLVSRLWVLYKGVLKRLILLYEPLFGLLQEVARIQPMPYFKDFTFPSDITEFLGQPYFEAFKKKMPIAFAAKGINKLLNKLFLINEQSPRASEETLLGISKKAKQMKINVQNNVDLGQPVKNK.... Result: 1 (interaction). (4) The protein sequence of the target gene is MDRPLSSSAEAEEELEWQVASRRRKAWAKCRSSWQASETEDLSTEATTQDEEEDEEEDLPGAQLPAAGGRGNVPNEKIAIWLKDCRTPLGASLDEQSSSTLKGVLVRNGGSFEDDLSLGAEANHLHESDAQIENCNNILAKERRLQFHQKGRSMNSTGSGKSSGTVSSVSELLELYEEDPEEILYNLGFGRDEPDIASKIPSRFFNSSSFAKGIDIKVFLSAQMQRMEVENPNYALTSRFRQIEVLTTVANAFSSLYSQVSGTPLQRIGSMSSVTSNKETDPPPPLTRSNTANRLMKTLS.... The miRNA is mmu-miR-200b-5p with sequence CAUCUUACUGGGCAGCAUUGGA. Result: 0 (no interaction). (5) The miRNA is mmu-miR-3082-5p with sequence GACAGAGUGUGUGUGUCUGUGU. The protein sequence of the target gene is MPYVDRQNRICGFLDIEEHENSGKFLRRYFILDTQANCLLWYMDNPQNLAMGAGAVGALQLTYISKVSIATPKQKPKTPFCFVINALSQRYFLQANDQKDMKDWVEALNQASKITVPKGGGLPMTTEVLKSLAAPPALEKKPQVAYKTEIIGGVVVHTPISQNGGDGQEGSEPGSHTILRRSQSYIPTSGCRASTGPPLIKSGYCVKQGNVRKSWKRRFFALDDFTICYFKCEQDREPLRTIFLKDVLKTHECLVKSGDLLMRDNLFEIITSSRTFYVQADSPEDMHSWIKEIGAAVQAL.... Result: 0 (no interaction).